The task is: Predict the reaction yield, written as a fraction of the theoretical maximum amount of product (1.0 means a 100% yield; for example, 0.34 means a 34% yield).. This data is from Reaction yield outcomes from USPTO patents with 853,638 reactions. (1) The reactants are [C:1]([C:5]1[O:9][N:8]=[C:7]([NH:10][C:11]([NH:13][C:14]2[CH:19]=[CH:18][CH:17]=[C:16]([S:20][C:21]3[C:30]4[C:25](=[CH:26][C:27]([O:33][CH3:34])=[C:28]([O:31][CH3:32])[CH:29]=4)[N:24]=[CH:23][N:22]=3)[CH:15]=2)=[O:12])[CH:6]=1)([CH3:4])([CH3:3])[CH3:2].ClC1C=C(C=CC=1)C(OO)=[O:40]. The catalyst is ClCCl. The product is [C:1]([C:5]1[O:9][N:8]=[C:7]([NH:10][C:11]([NH:13][C:14]2[CH:19]=[CH:18][CH:17]=[C:16]([S:20]([C:21]3[C:30]4[C:25](=[CH:26][C:27]([O:33][CH3:34])=[C:28]([O:31][CH3:32])[CH:29]=4)[N:24]=[CH:23][N:22]=3)=[O:40])[CH:15]=2)=[O:12])[CH:6]=1)([CH3:4])([CH3:2])[CH3:3]. The yield is 0.170. (2) The reactants are [CH2:1]([NH:8][C:9](=[O:28])[C@@H:10]([CH2:19][O:20][CH2:21][C:22]1[CH:27]=[CH:26][CH:25]=[CH:24][CH:23]=1)[NH:11]C(OC(C)(C)C)=O)[C:2]1[CH:7]=[CH:6][CH:5]=[CH:4][CH:3]=1.ClCCl.FC(F)(F)C(O)=O.[OH-].[Na+]. The catalyst is O. The product is [CH2:1]([NH:8][C:9](=[O:28])[C@@H:10]([CH2:19][O:20][CH2:21][C:22]1[CH:27]=[CH:26][CH:25]=[CH:24][CH:23]=1)[NH2:11])[C:2]1[CH:3]=[CH:4][CH:5]=[CH:6][CH:7]=1. The yield is 0.900. (3) The reactants are [CH2:1]([O:4][C:5]1[CH:38]=[CH:37][C:8]([CH2:9][NH:10][C:11]2[N:16]=[C:15]([O:17][CH2:18][C:19]([F:22])([F:21])[F:20])[N:14]=[C:13]([NH:23][C:24]3[CH:36]=[CH:35][C:27]([C:28]([NH:30][CH2:31][C:32](O)=[O:33])=[O:29])=[CH:26][CH:25]=3)[N:12]=2)=[CH:7][CH:6]=1)[CH:2]=[CH2:3].[CH2:39]([S:42]([NH2:45])(=[O:44])=[O:43])[CH:40]=[CH2:41].CN(C(ON1N=NC2C=CC=NC1=2)=[N+](C)C)C.F[P-](F)(F)(F)(F)F.CCN(C(C)C)C(C)C. The catalyst is CN(C=O)C. The product is [CH2:1]([O:4][C:5]1[CH:38]=[CH:37][C:8]([CH2:9][NH:10][C:11]2[N:16]=[C:15]([O:17][CH2:18][C:19]([F:20])([F:21])[F:22])[N:14]=[C:13]([NH:23][C:24]3[CH:36]=[CH:35][C:27]([C:28]([NH:30][CH2:31][C:32]([NH:45][S:42]([CH2:39][CH:40]=[CH2:41])(=[O:44])=[O:43])=[O:33])=[O:29])=[CH:26][CH:25]=3)[N:12]=2)=[CH:7][CH:6]=1)[CH:2]=[CH2:3]. The yield is 0.890. (4) The reactants are COP([CH2:7][C:8](=[O:16])[C:9]([F:15])([F:14])[CH2:10][CH2:11][CH2:12][CH3:13])(=O)OC.O.[OH-].[Li+].[C:20]([O:23][C@@H:24]1[C@H:28]([CH2:29][CH2:30][CH2:31][CH2:32][CH2:33][CH2:34][C:35]([O:37][CH3:38])=[O:36])[C@@H:27]([CH:39]=O)[C@H:26]([O:41][CH:42]2[CH2:47][CH2:46][CH2:45][CH2:44][O:43]2)[CH2:25]1)(=[O:22])[CH3:21].O. The catalyst is O1CCCC1. The product is [C:20]([O:23][C@@H:24]1[C@H:28]([CH2:29][CH2:30][CH2:31][CH2:32][CH2:33][CH2:34][C:35]([O:37][CH3:38])=[O:36])[C@@H:27](/[CH:39]=[CH:7]/[C:8](=[O:16])[C:9]([F:14])([F:15])[CH2:10][CH2:11][CH2:12][CH3:13])[C@H:26]([O:41][CH:42]2[CH2:47][CH2:46][CH2:45][CH2:44][O:43]2)[CH2:25]1)(=[O:22])[CH3:21]. The yield is 0.558. (5) The reactants are [C:1]([O:13]C)(=O)[C:2]1[CH:11]=[CH:10][C:5]([C:6]([O:8][CH3:9])=[O:7])=[CH:4][CH:3]=1.[CH3:15][C:16]([CH3:18])=[O:17].[H-].[Na+].Cl. The catalyst is C1(C)C=CC=CC=1.C(COC)OC.C1(C)C=CC=CC=1.O. The product is [CH3:9][O:8][C:6](=[O:7])[C:5]1[CH:4]=[CH:3][C:2]([C:1](=[O:13])[CH2:15][C:16](=[O:17])[CH3:18])=[CH:11][CH:10]=1. The yield is 0.250.